From a dataset of Reaction yield outcomes from USPTO patents with 853,638 reactions. Predict the reaction yield, written as a fraction of the theoretical maximum amount of product (1.0 means a 100% yield; for example, 0.34 means a 34% yield). (1) The reactants are N#N.[CH3:3][O:4][C:5]1[CH:14]=[CH:13][C:12]2[C:7](=[CH:8][CH:9]=[C:10]([O:15][CH3:16])[CH:11]=2)[CH:6]=1.[N:17]1([CH2:23][CH2:24][O:25][C:26]2[CH:34]=[CH:33][C:29]([C:30](Cl)=[O:31])=[CH:28][CH:27]=2)[CH2:22][CH2:21][CH2:20][CH2:19][CH2:18]1.[Cl-].[Al+3].[Cl-].[Cl-]. The catalyst is C(Cl)Cl.O. The product is [CH3:16][O:15][C:10]1[CH:9]=[CH:8][C:7]2[C:12](=[CH:13][CH:14]=[C:5]([O:4][CH3:3])[CH:6]=2)[C:11]=1[C:30]([C:29]1[CH:28]=[CH:27][C:26]([O:25][CH2:24][CH2:23][N:17]2[CH2:22][CH2:21][CH2:20][CH2:19][CH2:18]2)=[CH:34][CH:33]=1)=[O:31]. The yield is 0.680. (2) The reactants are [Br:1][C:2]1[CH:3]=[N:4][N:5]([CH2:15][CH3:16])[C:6]=1[C:7]1[CH:8]=[C:9]([C:12]([OH:14])=O)[S:10][CH:11]=1.[NH2:17][C@@H:18]([CH2:31][C:32]1[CH:37]=[CH:36][CH:35]=[CH:34][C:33]=1[C:38]([F:41])([F:40])[F:39])[CH2:19][N:20]1[C:28](=[O:29])[C:27]2[C:22](=[CH:23][CH:24]=[CH:25][CH:26]=2)[C:21]1=[O:30].CCN(C(C)C)C(C)C.C1CN([P+](Br)(N2CCCC2)N2CCCC2)CC1.F[P-](F)(F)(F)(F)F. The catalyst is C(Cl)Cl. The product is [Br:1][C:2]1[CH:3]=[N:4][N:5]([CH2:15][CH3:16])[C:6]=1[C:7]1[CH:8]=[C:9]([C:12]([NH:17][C@@H:18]([CH2:31][C:32]2[CH:37]=[CH:36][CH:35]=[CH:34][C:33]=2[C:38]([F:41])([F:39])[F:40])[CH2:19][N:20]2[C:28](=[O:29])[C:27]3[C:22](=[CH:23][CH:24]=[CH:25][CH:26]=3)[C:21]2=[O:30])=[O:14])[S:10][CH:11]=1. The yield is 0.860.